Predict the reactants needed to synthesize the given product. From a dataset of Full USPTO retrosynthesis dataset with 1.9M reactions from patents (1976-2016). (1) Given the product [Cl:1][C:2]1[CH:7]=[CH:6][C:5]([C:8]2[C:14]3[C:15](=[O:19])[N:16]([C:29]4[CH:30]=[CH:31][C:26]([C:24]#[N:25])=[CH:27][CH:28]=4)[CH:17]=[CH:18][C:13]=3[C:12]3[C:20]([CH3:23])=[N:21][O:22][C:11]=3[CH2:10][N:9]=2)=[CH:4][CH:3]=1, predict the reactants needed to synthesize it. The reactants are: [Cl:1][C:2]1[CH:7]=[CH:6][C:5]([C:8]2[C:14]3[C:15](=[O:19])[NH:16][CH:17]=[CH:18][C:13]=3[C:12]3[C:20]([CH3:23])=[N:21][O:22][C:11]=3[CH2:10][N:9]=2)=[CH:4][CH:3]=1.[C:24]([C:26]1[CH:31]=[CH:30][C:29](B(O)O)=[CH:28][CH:27]=1)#[N:25]. (2) Given the product [CH3:12][O:11][C:8]1[C:9]2[O:10][CH2:14][CH2:15][O:1][C:2]=2[CH:3]=[C:4]([CH:5]=[O:6])[CH:7]=1, predict the reactants needed to synthesize it. The reactants are: [OH:1][C:2]1[CH:3]=[C:4]([CH:7]=[C:8]([O:11][CH3:12])[C:9]=1[OH:10])[CH:5]=[O:6].Br[CH2:14][CH2:15]Br.C(=O)([O-])[O-].[K+].[K+].